This data is from Reaction yield outcomes from USPTO patents with 853,638 reactions. The task is: Predict the reaction yield, written as a fraction of the theoretical maximum amount of product (1.0 means a 100% yield; for example, 0.34 means a 34% yield). (1) The catalyst is O1CCOCC1. The product is [Br:1][C:2]1[C:11]([F:12])=[C:10]2[C:5]([C:6]([N:18]3[CH2:17][CH2:16][N:15]([C:21]([O:23][C:24]([CH3:27])([CH3:26])[CH3:25])=[O:22])[CH2:20][CH2:19]3)=[N:7][CH:8]=[N:9]2)=[CH:4][C:3]=1[Cl:14]. The reactants are [Br:1][C:2]1[C:11]([F:12])=[C:10]2[C:5]([C:6](Cl)=[N:7][CH:8]=[N:9]2)=[CH:4][C:3]=1[Cl:14].[N:15]1([C:21]([O:23][C:24]([CH3:27])([CH3:26])[CH3:25])=[O:22])[CH2:20][CH2:19][NH:18][CH2:17][CH2:16]1.CCN(C(C)C)C(C)C. The yield is 0.980. (2) The reactants are [C:1]([O:5][C:6]([N:8]1[CH2:13][CH2:12][O:11][CH2:10][C@@H:9]1[C:14]([NH:16][NH:17][C:18]1[CH:23]=[CH:22][C:21]([F:24])=[CH:20][N:19]=1)=O)=[O:7])([CH3:4])([CH3:3])[CH3:2].C1C=CC(P(C2C=CC=CC=2)C2C=CC=CC=2)=CC=1.CCN(CC)CC.ClC(Cl)(Cl)C(Cl)(Cl)Cl. The catalyst is C1COCC1. The product is [C:1]([O:5][C:6]([N:8]1[CH2:13][CH2:12][O:11][CH2:10][C@@H:9]1[C:14]1[N:19]2[CH:20]=[C:21]([F:24])[CH:22]=[CH:23][C:18]2=[N:17][N:16]=1)=[O:7])([CH3:4])([CH3:3])[CH3:2]. The yield is 0.840. (3) The reactants are [CH3:1][O:2][C:3]1[CH:4]=[C:5]2[C:10](=[CH:11][C:12]=1[O:13][CH3:14])[N:9]=[CH:8][CH:7]=[C:6]2[O:15][C:16]1[C:22]([CH3:23])=[CH:21][C:19]([NH2:20])=[C:18]([CH3:24])[CH:17]=1.ClC(Cl)(O[C:29](=[O:35])[O:30][C:31](Cl)(Cl)Cl)Cl.OC[CH2:39][N:40]1[C:48](=[O:49])[C:47]2[C:42](=[CH:43][CH:44]=[CH:45][CH:46]=2)[C:41]1=[O:50].C(=O)(O)[O-].[Na+]. The catalyst is C(Cl)Cl.C(N(CC)CC)C.C1(C)C=CC=CC=1. The product is [CH3:1][O:2][C:3]1[CH:4]=[C:5]2[C:10](=[CH:11][C:12]=1[O:13][CH3:14])[N:9]=[CH:8][CH:7]=[C:6]2[O:15][C:16]1[C:22]([CH3:23])=[CH:21][C:19]([NH:20][C:29](=[O:35])[O:30][CH2:31][CH2:39][N:40]2[C:48](=[O:49])[C:47]3[C:42](=[CH:43][CH:44]=[CH:45][CH:46]=3)[C:41]2=[O:50])=[C:18]([CH3:24])[CH:17]=1. The yield is 0.660. (4) The reactants are [N+:1]([C:4]1[CH:12]=[CH:11][C:10]([N:13]2[CH2:18][CH2:17][CH2:16][CH2:15][CH2:14]2)=[CH:9][C:5]=1[C:6]([OH:8])=O)([O-:3])=[O:2].[F:19][C:20]([F:34])([F:33])[C:21]1[CH:22]=[C:23]([N:27]2[CH:31]=[CH:30][C:29]([NH2:32])=[N:28]2)[CH:24]=[CH:25][CH:26]=1.CN(C(ON1N=NC2C=CC=NC1=2)=[N+](C)C)C.F[P-](F)(F)(F)(F)F.C(N(CC)C(C)C)(C)C. The product is [N+:1]([C:4]1[CH:12]=[CH:11][C:10]([N:13]2[CH2:18][CH2:17][CH2:16][CH2:15][CH2:14]2)=[CH:9][C:5]=1[C:6]([NH:32][C:29]1[CH:30]=[CH:31][N:27]([C:23]2[CH:24]=[CH:25][CH:26]=[C:21]([C:20]([F:33])([F:19])[F:34])[CH:22]=2)[N:28]=1)=[O:8])([O-:3])=[O:2]. The yield is 0.360. The catalyst is CN(C)C=O.O. (5) The reactants are [NH2:1][C:2]1[CH:10]=[CH:9][C:5]([C:6]([NH2:8])=[O:7])=[CH:4][C:3]=1[O:11][CH:12]1[CH2:16][CH2:15][O:14][CH2:13]1.Cl[C:18]1[C:19]2[S:26][CH:25]=[CH:24][C:20]=2[N:21]=[CH:22][N:23]=1.[OH-].[NH4+].O. The catalyst is CC(O)C. The product is [O:14]1[CH2:15][CH2:16][CH:12]([O:11][C:3]2[CH:4]=[C:5]([CH:9]=[CH:10][C:2]=2[NH:1][C:18]2[C:19]3[S:26][CH:25]=[CH:24][C:20]=3[N:21]=[CH:22][N:23]=2)[C:6]([NH2:8])=[O:7])[CH2:13]1. The yield is 0.810. (6) The reactants are [C:1]1(P(C2C=CC=CC=2)C2C=CC=CC=2)C=CC=C[CH:2]=1.BrN1C(=O)CCC1=O.[Cl:28][C:29]1[CH:30]=[C:31]([C@@H:39]([CH2:49][CH:50]2[CH2:54][CH2:53][CH2:52][CH2:51]2)[C:40]([NH:42][C:43]2[CH:47]=[CH:46][N:45]([CH3:48])[N:44]=2)=[O:41])[CH:32]=[CH:33][C:34]=1[S:35]([CH3:38])(=[O:37])=[O:36].C(N1C=CC(N)=N1)CC.N1C(C)=CC=CC=1C. The catalyst is C(Cl)Cl.C(OCC)(=O)C. The product is [Cl:28][C:29]1[CH:30]=[C:31]([C@@H:39]([CH2:49][CH:50]2[CH2:51][CH2:52][CH2:53][CH2:54]2)[C:40]([NH:42][C:43]2[CH:47]=[CH:46][N:45]([CH2:48][CH2:1][CH3:2])[N:44]=2)=[O:41])[CH:32]=[CH:33][C:34]=1[S:35]([CH3:38])(=[O:37])=[O:36]. The yield is 0.550. (7) The product is [CH3:17][N:15]1[CH:16]=[C:12]([C:8]2[CH:7]=[N:6][C:5]3[C:10]([N:9]=2)=[CH:11][C:2]([C:26]2[CH:27]=[C:28]([NH:32][S:33]([C:36]4[CH:37]=[CH:38][CH:39]=[CH:40][CH:41]=4)(=[O:34])=[O:35])[CH:29]=[N:30][CH:31]=2)=[CH:3][CH:4]=3)[CH:13]=[N:14]1. The reactants are Br[C:2]1[CH:11]=[C:10]2[C:5]([N:6]=[CH:7][C:8]([C:12]3[CH:13]=[N:14][N:15]([CH3:17])[CH:16]=3)=[N:9]2)=[CH:4][CH:3]=1.CC1(C)C(C)(C)OB([C:26]2[CH:27]=[C:28]([NH:32][S:33]([C:36]3[CH:41]=[CH:40][CH:39]=[CH:38][CH:37]=3)(=[O:35])=[O:34])[CH:29]=[N:30][CH:31]=2)O1.C(=O)([O-])[O-].[K+].[K+]. The catalyst is C(=O)([O-])[O-].[Na+].[Na+].O1CCOCC1.C(OCC)C. The yield is 0.300. (8) The reactants are [NH:1]1[C:5]2[CH:6]=[CH:7][CH:8]=[CH:9][C:4]=2[N:3]=[C:2]1[CH2:10][NH:11][C:12]1[CH:17]=[CH:16][C:15]([S:18]([NH:21][C:22]2[N:27]=[C:26]([CH3:28])[CH:25]=[C:24]([CH3:29])[N:23]=2)(=[O:20])=[O:19])=[CH:14][CH:13]=1.[C:30](Cl)(=[O:32])[CH3:31]. The catalyst is N1C=CC=CC=1.ClCCl. The product is [NH:1]1[C:5]2[CH:6]=[CH:7][CH:8]=[CH:9][C:4]=2[N:3]=[C:2]1[CH2:10][N:11]([C:12]1[CH:17]=[CH:16][C:15]([S:18](=[O:20])(=[O:19])[NH:21][C:22]2[N:23]=[C:24]([CH3:29])[CH:25]=[C:26]([CH3:28])[N:27]=2)=[CH:14][CH:13]=1)[C:30](=[O:32])[CH3:31]. The yield is 0.300.